Predict the product of the given reaction. From a dataset of Forward reaction prediction with 1.9M reactions from USPTO patents (1976-2016). (1) The product is: [CH3:1][S:2]([C:5]1[CH:10]=[CH:9][C:8]([C:16]#[C:15][CH2:14][CH2:13][CH2:12][OH:17])=[CH:7][CH:6]=1)(=[O:4])=[O:3]. Given the reactants [CH3:1][S:2]([C:5]1[CH:10]=[CH:9][C:8](Br)=[CH:7][CH:6]=1)(=[O:4])=[O:3].[CH2:12]([OH:17])[CH2:13][CH2:14][C:15]#[CH:16], predict the reaction product. (2) Given the reactants [F:1][C:2]1[CH:7]=[CH:6][CH:5]=[CH:4][C:3]=1[C:8]1[C:9]2[CH:19]=[CH:18][C:17](=[O:20])[NH:16][C:10]=2[N:11]=[C:12]([S:14][CH3:15])[N:13]=1.[H-].[Na+].I[CH3:24], predict the reaction product. The product is: [F:1][C:2]1[CH:7]=[CH:6][CH:5]=[CH:4][C:3]=1[C:8]1[C:9]2[CH:19]=[CH:18][C:17](=[O:20])[N:16]([CH3:24])[C:10]=2[N:11]=[C:12]([S:14][CH3:15])[N:13]=1. (3) Given the reactants [Br:1][C:2]1[CH:3]=[C:4]([C:8]2[N:12](CCOC[Si](C)(C)C)[N:11]=[CH:10][C:9]=2[NH:21][C:22]([C:24]2[CH:25]=[N:26][N:27]3[CH:32]=[CH:31][CH:30]=[N:29][C:28]=23)=[O:23])[CH:5]=[CH:6][CH:7]=1.Cl, predict the reaction product. The product is: [Br:1][C:2]1[CH:3]=[C:4]([C:8]2[NH:12][N:11]=[CH:10][C:9]=2[NH:21][C:22]([C:24]2[CH:25]=[N:26][N:27]3[CH:32]=[CH:31][CH:30]=[N:29][C:28]=23)=[O:23])[CH:5]=[CH:6][CH:7]=1. (4) Given the reactants [BH4-].[Na+].[CH3:3][O:4][C:5](=[O:28])[C:6]1[CH:11]=[CH:10][C:9]([NH:12][CH2:13][C:14]2[CH:18]=[C:17]([C:19]3[S:20][C:21]([Cl:24])=[CH:22][CH:23]=3)[O:16][N:15]=2)=[C:8]([N+:25]([O-])=O)[CH:7]=1, predict the reaction product. The product is: [CH3:3][O:4][C:5](=[O:28])[C:6]1[CH:11]=[CH:10][C:9]([NH:12][CH2:13][C:14]2[CH:18]=[C:17]([C:19]3[S:20][C:21]([Cl:24])=[CH:22][CH:23]=3)[O:16][N:15]=2)=[C:8]([NH2:25])[CH:7]=1.